Predict the reaction yield, written as a fraction of the theoretical maximum amount of product (1.0 means a 100% yield; for example, 0.34 means a 34% yield). From a dataset of Reaction yield outcomes from USPTO patents with 853,638 reactions. (1) The reactants are [F:1][C:2]1[CH:10]=[C:9]([OH:11])[CH:8]=[CH:7][C:3]=1[C:4]([OH:6])=[O:5].C([O-])([O-])=O.[Cs+].[Cs+].Cl[C:19]1[S:20][C:21]2[CH:27]=[CH:26][CH:25]=[CH:24][C:22]=2[N:23]=1. The catalyst is CN(C=O)C. The product is [S:20]1[C:21]2[CH:27]=[CH:26][CH:25]=[CH:24][C:22]=2[N:23]=[C:19]1[O:11][C:9]1[CH:8]=[CH:7][C:3]([C:4]([OH:6])=[O:5])=[C:2]([F:1])[CH:10]=1. The yield is 0.630. (2) The reactants are [CH3:1][O:2][C:3]([C:5]1[S:6][C:7]([C:26]2[CH:31]=[CH:30][CH:29]=[CH:28][CH:27]=2)=[CH:8][C:9]=1[N:10]([C:17]([CH:19]1[CH2:24][CH2:23][CH:22]([CH3:25])[CH2:21][CH2:20]1)=[O:18])[CH:11]1[CH2:16][CH2:15][NH:14][CH2:13][CH2:12]1)=[O:4].CCN(CC)CC.[CH3:39][N:40]=[C:41]=[O:42]. The catalyst is C(Cl)Cl. The product is [CH3:1][O:2][C:3]([C:5]1[S:6][C:7]([C:26]2[CH:27]=[CH:28][CH:29]=[CH:30][CH:31]=2)=[CH:8][C:9]=1[N:10]([CH:11]1[CH2:16][CH2:15][N:14]([C:41](=[O:42])[NH:40][CH3:39])[CH2:13][CH2:12]1)[C:17]([CH:19]1[CH2:20][CH2:21][CH:22]([CH3:25])[CH2:23][CH2:24]1)=[O:18])=[O:4]. The yield is 0.870. (3) The reactants are [CH:1]1([N:8]2[C:12]3[N:13]=[C:14]([NH:17][C:18]4[CH:26]=[CH:25][C:21]([C:22]([OH:24])=O)=[CH:20][N:19]=4)[N:15]=[CH:16][C:11]=3[CH:10]=[C:9]2[C:27](=[O:31])[N:28]([CH3:30])[CH3:29])[CH2:7][CH2:6][CH2:5][CH2:4][CH2:3][CH2:2]1.[CH:32]12[N:39]([C:40]([O:42][C:43]([CH3:46])([CH3:45])[CH3:44])=[O:41])[CH:36]([CH2:37][CH2:38]1)[CH2:35][NH:34][CH2:33]2. No catalyst specified. The product is [CH:1]1([N:8]2[C:12]3[N:13]=[C:14]([NH:17][C:18]4[CH:26]=[CH:25][C:21]([C:22]([N:34]5[CH2:33][CH:32]6[N:39]([C:40]([O:42][C:43]([CH3:46])([CH3:45])[CH3:44])=[O:41])[CH:36]([CH2:37][CH2:38]6)[CH2:35]5)=[O:24])=[CH:20][N:19]=4)[N:15]=[CH:16][C:11]=3[CH:10]=[C:9]2[C:27](=[O:31])[N:28]([CH3:30])[CH3:29])[CH2:7][CH2:6][CH2:5][CH2:4][CH2:3][CH2:2]1. The yield is 0.730. (4) The reactants are [NH2:1][CH2:2][C:3]1[CH:8]=[CH:7][CH:6]=[CH:5][N:4]=1.C([N:17]=[C:18]=[S:19])(=O)C1C=CC=CC=1. The catalyst is C(Cl)Cl. The product is [N:4]1[CH:5]=[CH:6][CH:7]=[CH:8][C:3]=1[CH2:2][NH:1][C:18]([NH2:17])=[S:19]. The yield is 0.440. (5) The reactants are [Cl:1][C:2]1[CH:7]=[CH:6][CH:5]=[C:4]([C:8]#[CH:9])[CH:3]=1.[Li]CCCC.[O:15]=[C:16]1[CH2:24][CH2:23][CH2:22][C@@H:21]2[C@H:17]1[CH2:18][CH2:19][N:20]2[C:25]([O:27][CH3:28])=[O:26]. The catalyst is C1COCC1. The product is [Cl:1][C:2]1[CH:3]=[C:4]([C:8]#[C:9][C@:16]2([OH:15])[CH2:24][CH2:23][CH2:22][C@@H:21]3[C@H:17]2[CH2:18][CH2:19][N:20]3[C:25]([O:27][CH3:28])=[O:26])[CH:5]=[CH:6][CH:7]=1. The yield is 0.340.